Dataset: Reaction yield outcomes from USPTO patents with 853,638 reactions. Task: Predict the reaction yield, written as a fraction of the theoretical maximum amount of product (1.0 means a 100% yield; for example, 0.34 means a 34% yield). (1) The reactants are [C:1]([CH2:6][C:7]([O:9][CH3:10])=[O:8])(=[O:5])[CH:2]([CH3:4])[CH3:3].[F:11][C:12]1[CH:19]=[CH:18][C:15]([C:16]#[N:17])=[CH:14][CH:13]=1.[Sn](Cl)(Cl)(Cl)Cl.O. The catalyst is C1(C)C=CC=CC=1.C(OCC)(=O)C. The product is [NH2:17][C:16](=[C:6]([C:1](=[O:5])[CH:2]([CH3:4])[CH3:3])[C:7]([O:9][CH3:10])=[O:8])[C:15]1[CH:18]=[CH:19][C:12]([F:11])=[CH:13][CH:14]=1. The yield is 0.543. (2) The reactants are [CH3:1][N:2]1[CH:6]=[CH:5][C:4]([NH:7][C:8](=[O:31])[CH:9]([N:14]2[C:19](=[O:20])[CH:18]=[C:17]([O:21][C:22]3[CH:30]=[CH:29][CH:28]=[C:27]4[C:23]=3[CH:24]=[CH:25][NH:26]4)[CH:16]=[N:15]2)[CH2:10][CH:11]([CH3:13])[CH3:12])=[N:3]1.[C:32](=O)([O-])[O-].[K+].[K+].[CH3:38][C:39]1([CH3:55])[O:43][C@@H:42](OS(C2C=CC(C)=CC=2)(=O)=O)[CH2:41][O:40]1. The catalyst is CN(C)C=O. The product is [CH3:1][N:2]1[CH:6]=[CH:5][C:4]([NH:7][C:8](=[O:31])[CH:9]([N:14]2[C:19](=[O:20])[CH:18]=[C:17]([O:21][C:22]3[CH:30]=[CH:29][CH:28]=[C:27]4[C:23]=3[CH:24]=[CH:25][N:26]4[CH2:32][C@@H:42]3[CH2:41][O:40][C:39]([CH3:55])([CH3:38])[O:43]3)[CH:16]=[N:15]2)[CH2:10][CH:11]([CH3:13])[CH3:12])=[N:3]1. The yield is 0.210. (3) The reactants are [CH3:1][O:2][C:3]([NH:5][C@H:6]([C:10]([N:12]1[CH2:16][C@@H:15]([CH3:17])[CH2:14][C@H:13]1[C:18]1[NH:22][C:21]2[C:23]3[C:28]([CH:29]=[CH:30][C:20]=2[N:19]=1)=[CH:27][C:26]1[C:31]2[C:36]([CH2:37][O:38][C:25]=1[CH:24]=3)=[CH:35][C:34]([C:39]1[NH:43][C:42]([C@@H:44]3[CH2:48][C@H:47]([CH2:49][O:50][CH3:51])[CH2:46][N:45]3C(OC(C)(C)C)=O)=[N:41][CH:40]=1)=[CH:33][CH:32]=2)=[O:11])[CH:7]([CH3:9])[CH3:8])=[O:4].Cl.[CH3:60][O:61][C:62]([NH:64][C@H:65]([C:69]1[CH:74]=[CH:73][CH:72]=[CH:71][CH:70]=1)[C:66]([OH:68])=O)=[O:63].CCOC(C(C#N)=NOC(N1CCOCC1)=[N+](C)C)=O.F[P-](F)(F)(F)(F)F.CCN(C(C)C)C(C)C. The catalyst is C(Cl)Cl.CO.CCOC(C)=O.CN(C=O)C.CO. The product is [CH3:1][O:2][C:3]([NH:5][C@@H:6]([CH:7]([CH3:9])[CH3:8])[C:10]([N:12]1[CH2:16][C@@H:15]([CH3:17])[CH2:14][C@H:13]1[C:18]1[NH:22][C:21]2[C:23]3[C:28]([CH:29]=[CH:30][C:20]=2[N:19]=1)=[CH:27][C:26]1[C:31]2[C:36]([CH2:37][O:38][C:25]=1[CH:24]=3)=[CH:35][C:34]([C:39]1[NH:43][C:42]([C@@H:44]3[CH2:48][C@H:47]([CH2:49][O:50][CH3:51])[CH2:46][N:45]3[C:66](=[O:68])[C@H:65]([NH:64][C:62](=[O:63])[O:61][CH3:60])[C:69]3[CH:74]=[CH:73][CH:72]=[CH:71][CH:70]=3)=[N:41][CH:40]=1)=[CH:33][CH:32]=2)=[O:11])=[O:4]. The yield is 0.380. (4) The reactants are Cl[C:2]1[CH:3]=[CH:4][N:5]2[C:10]([C:11]=1[CH3:12])=[C:9]([CH:13]1[CH2:15][CH2:14]1)[CH:8]=[C:7]([C:16]([O:18][CH3:19])=[O:17])[C:6]2=[O:20].[C:21]([NH:24][CH2:25][C:26]1[CH:31]=[CH:30][C:29](B(O)O)=[CH:28][CH:27]=1)(=[O:23])[CH3:22]. No catalyst specified. The product is [C:21]([NH:24][CH2:25][C:26]1[CH:31]=[CH:30][C:29]([C:2]2[CH:3]=[CH:4][N:5]3[C:10]([C:11]=2[CH3:12])=[C:9]([CH:13]2[CH2:15][CH2:14]2)[CH:8]=[C:7]([C:16]([O:18][CH3:19])=[O:17])[C:6]3=[O:20])=[CH:28][CH:27]=1)(=[O:23])[CH3:22]. The yield is 0.990.